This data is from Reaction yield outcomes from USPTO patents with 853,638 reactions. The task is: Predict the reaction yield, written as a fraction of the theoretical maximum amount of product (1.0 means a 100% yield; for example, 0.34 means a 34% yield). (1) The reactants are N[C:2]1[CH:10]=[CH:9][CH:8]=[C:7]2[C:3]=1[CH:4]=[N:5][NH:6]2.Cl.N([O-])=O.[Na+].[I-:16].[K+]. The catalyst is O.C(OCC)(=O)C. The product is [I:16][C:2]1[CH:10]=[CH:9][CH:8]=[C:7]2[C:3]=1[CH:4]=[N:5][NH:6]2. The yield is 0.250. (2) The reactants are [F:1][C:2]1[CH:7]=[CH:6][CH:5]=[C:4]([F:8])[C:3]=1[S:9]([NH:12][C:13]1[C:14]([F:23])=[C:15]([CH:20]=[CH:21][CH:22]=1)[C:16](OC)=[O:17])(=[O:11])=[O:10].C[Si]([N-][Si](C)(C)C)(C)C.[Li+].[Cl:34][C:35]1[N:40]=[C:39]([CH3:41])[CH:38]=[CH:37][N:36]=1. The catalyst is C1COCC1. The product is [Cl:34][C:35]1[N:40]=[C:39]([CH2:41][C:16]([C:15]2[C:14]([F:23])=[C:13]([NH:12][S:9]([C:3]3[C:2]([F:1])=[CH:7][CH:6]=[CH:5][C:4]=3[F:8])(=[O:10])=[O:11])[CH:22]=[CH:21][CH:20]=2)=[O:17])[CH:38]=[CH:37][N:36]=1. The yield is 0.720. (3) The reactants are [F:1][C:2]1[CH:7]=[C:6]([C:8]([F:11])([F:10])[F:9])[CH:5]=[CH:4][C:3]=1[C:12]1[C:13]2[CH:20]([CH2:21][C:22]([N:24]3[CH2:28][CH2:27][CH2:26][CH2:25]3)=[O:23])[CH2:19][CH2:18][C:14]=2[CH:15]=[N:16][CH:17]=1.CNC1CC1. No catalyst specified. The product is [CH:28]1([N:24]([CH3:25])[C:22](=[O:23])[CH2:21][CH:20]2[C:13]3[C:12]([C:3]4[CH:4]=[CH:5][C:6]([C:8]([F:10])([F:11])[F:9])=[CH:7][C:2]=4[F:1])=[CH:17][N:16]=[CH:15][C:14]=3[CH2:18][CH2:19]2)[CH2:26][CH2:27]1. The yield is 0.0500. (4) The reactants are [CH3:1][N:2]([CH3:8])[N:3]1[CH:7]=[CH:6][CH:5]=[CH:4]1.C1COCC1.[Li]CCCC.Br[C:20]1[S:24][C:23]([C:25]2[N:29]3[N:30]=[C:31]([CH3:39])[CH:32]=[C:33]([CH:34]([CH2:37][CH3:38])[CH2:35][CH3:36])[C:28]3=[N:27][C:26]=2[CH3:40])=[C:22]([CH3:41])[CH:21]=1. The yield is 0.950. The product is [CH2:35]([CH:34]([C:33]1[C:28]2[N:29]([C:25]([C:23]3[S:24][C:20]([C:4]4[N:3]([N:2]([CH3:8])[CH3:1])[CH:7]=[CH:6][CH:5]=4)=[CH:21][C:22]=3[CH3:41])=[C:26]([CH3:40])[N:27]=2)[N:30]=[C:31]([CH3:39])[CH:32]=1)[CH2:37][CH3:38])[CH3:36]. The catalyst is CCOC(C)=O.[Cl-].[Cl-].[Zn+2].C1C=CC(P(C2C=CC=CC=2)[C-]2C=CC=C2)=CC=1.C1C=CC(P(C2C=CC=CC=2)[C-]2C=CC=C2)=CC=1.Cl[Pd]Cl.[Fe+2]. (5) The reactants are C(N(C(C)C)CC)(C)C.CN(C(ON1N=NC2C=CC=CC1=2)=[N+](C)C)C.F[P-](F)(F)(F)(F)F.[OH:34][CH2:35][C:36]([N:38]([CH3:40])[CH3:39])=[O:37].[CH3:41][N:42]([CH3:62])[CH:43]1[CH2:48][CH2:47][N:46]([C:49](=[O:61])[CH2:50][CH2:51][C:52]2[N:53]([CH2:57][C:58](O)=[O:59])[CH:54]=[CH:55][N:56]=2)[CH2:45][CH2:44]1.Cl. The catalyst is C(Cl)(Cl)Cl. The product is [CH3:62][N:42]([CH3:41])[CH:43]1[CH2:48][CH2:47][N:46]([C:49](=[O:61])[CH2:50][CH2:51][C:52]2[N:53]([CH2:57][C:58]([O:34][CH2:35][C:36]([N:38]([CH3:40])[CH3:39])=[O:37])=[O:59])[CH:54]=[CH:55][N:56]=2)[CH2:45][CH2:44]1. The yield is 0.780. (6) The reactants are [Br:1][C:2]1[CH:3]=[N:4][C:5](Cl)=[C:6]([CH:11]=1)[C:7](OC)=[O:8].[NH2:13][NH2:14]. The catalyst is C(O)C. The product is [Br:1][C:2]1[CH:11]=[C:6]2[C:7]([OH:8])=[N:14][NH:13][C:5]2=[N:4][CH:3]=1. The yield is 1.00. (7) The reactants are [CH2:1]([O:5][C:6]1[CH:13]=[CH:12][C:9]([CH:10]=[O:11])=[CH:8][C:7]=1[CH2:14][N:15]([CH2:27][CH2:28][C:29]1[CH:34]=[CH:33][CH:32]=[CH:31][CH:30]=1)[C:16]1[S:17][CH:18]=[C:19]([C:21]2[CH:26]=[CH:25][CH:24]=[CH:23][CH:22]=2)[N:20]=1)[CH:2]([CH3:4])[CH3:3].CO.O1CCCC1.[BH4-].[Na+]. The catalyst is C(OCC)(=O)C. The product is [CH2:1]([O:5][C:6]1[CH:13]=[CH:12][C:9]([CH2:10][OH:11])=[CH:8][C:7]=1[CH2:14][N:15]([CH2:27][CH2:28][C:29]1[CH:30]=[CH:31][CH:32]=[CH:33][CH:34]=1)[C:16]1[S:17][CH:18]=[C:19]([C:21]2[CH:22]=[CH:23][CH:24]=[CH:25][CH:26]=2)[N:20]=1)[CH:2]([CH3:4])[CH3:3]. The yield is 0.880. (8) The reactants are [CH3:1][O:2][C:3]1[CH:4]=[C:5]([N:9]2[C@H:16]3[C@H:11]([CH2:12][CH2:13][NH:14][CH2:15]3)[CH2:10]2)[CH:6]=[N:7][CH:8]=1.[C:17]([OH:24])(=[O:23])/[CH:18]=[CH:19]/[C:20]([OH:22])=[O:21]. No catalyst specified. The product is [C:17]([OH:24])(=[O:23])/[CH:18]=[CH:19]/[C:20]([OH:22])=[O:21].[CH3:1][O:2][C:3]1[CH:4]=[C:5]([N:9]2[C@H:16]3[C@H:11]([CH2:12][CH2:13][NH:14][CH2:15]3)[CH2:10]2)[CH:6]=[N:7][CH:8]=1. The yield is 0.490. (9) The reactants are [CH2:1]([N:8]=[C:9]1[CH2:14][CH2:13][CH:12]([C:15]2[CH:20]=[CH:19][C:18]([O:21][Si:22]([C:25]([CH3:28])([CH3:27])[CH3:26])([CH3:24])[CH3:23])=[CH:17][C:16]=2[O:29][Si:30]([C:33]([CH3:36])([CH3:35])[CH3:34])([CH3:32])[CH3:31])[CH2:11][CH2:10]1)[C:2]1[CH:7]=[CH:6][CH:5]=[CH:4][CH:3]=1.O1CCCC1.CO.[BH4-].[Na+]. The catalyst is C(OCC)C.[OH-].[Na+]. The product is [CH2:1]([NH:8][C@H:9]1[CH2:10][CH2:11][C@H:12]([C:15]2[CH:20]=[CH:19][C:18]([O:21][Si:22]([C:25]([CH3:27])([CH3:28])[CH3:26])([CH3:23])[CH3:24])=[CH:17][C:16]=2[O:29][Si:30]([C:33]([CH3:36])([CH3:35])[CH3:34])([CH3:31])[CH3:32])[CH2:13][CH2:14]1)[C:2]1[CH:7]=[CH:6][CH:5]=[CH:4][CH:3]=1. The yield is 0.540.